The task is: Predict the reactants needed to synthesize the given product.. This data is from Full USPTO retrosynthesis dataset with 1.9M reactions from patents (1976-2016). (1) Given the product [C:1]([O:5][C:6](=[O:7])[NH:8][CH:9]([CH2:38][C:39]1[CH:44]=[CH:43][C:42]([F:45])=[CH:41][CH:40]=1)[C:10]([N:12]1[CH2:17][CH2:16][N:15]([CH:18]([C:19](=[O:21])[NH:59][CH3:64])[CH2:22][C:56]2[CH:55]=[CH:54][C:53]3[C:52](=[CH:46][CH:69]=[CH:68][CH:67]=3)[CH:57]=2)[C:14](=[O:33])[CH:13]1[CH2:34][CH:35]1[CH2:37][CH2:36]1)=[O:11])([CH3:3])([CH3:2])[CH3:4], predict the reactants needed to synthesize it. The reactants are: [C:1]([O:5][C:6]([NH:8][CH:9]([CH2:38][C:39]1[CH:44]=[CH:43][C:42]([F:45])=[CH:41][CH:40]=1)[C:10]([N:12]1[CH2:17][CH2:16][N:15]([CH:18]([CH2:22]C2C=CC3C(=CC=CC=3)C=2)[C:19]([OH:21])=O)[C:14](=[O:33])[CH:13]1[CH2:34][CH:35]1[CH2:37][CH2:36]1)=[O:11])=[O:7])([CH3:4])([CH3:3])[CH3:2].[CH3:46]N.ON1[C:53]2[CH:54]=[CH:55][CH:56]=[CH:57][C:52]=2N=N1.C[N:59]1[CH2:64]COCC1.CN(C)[CH2:67][CH2:68][CH2:69]N=C=NCC. (2) Given the product [Cl:11][C:8]1[N:6]2[CH:7]=[C:2]([F:1])[CH:3]=[CH:4][C:5]2=[N:10][N:9]=1, predict the reactants needed to synthesize it. The reactants are: [F:1][C:2]1[CH:3]=[CH:4][C:5]2[N:6]([CH:8]=[N:9][N:10]=2)[CH:7]=1.[Cl:11]N1C(=O)CCC1=O.